This data is from Full USPTO retrosynthesis dataset with 1.9M reactions from patents (1976-2016). The task is: Predict the reactants needed to synthesize the given product. (1) The reactants are: [OH:1][CH2:2][CH2:3][NH:4][C:5]1[C:6](=[O:26])[N:7]([CH2:19][CH2:20][CH2:21][C:22]([F:25])([F:24])[F:23])[C:8](=[O:18])[N:9]([CH2:11][CH2:12][CH2:13][C:14]([F:17])([F:16])[F:15])[N:10]=1.O[C:28]1[CH:42]=[CH:41][C:31]([O:32][C:33]([CH3:40])([CH3:39])[C:34]([O:36][CH2:37][CH3:38])=[O:35])=[CH:30][CH:29]=1. Given the product [O:18]=[C:8]1[N:7]([CH2:19][CH2:20][CH2:21][C:22]([F:25])([F:24])[F:23])[C:6](=[O:26])[C:5]([NH:4][CH2:3][CH2:2][O:1][C:28]2[CH:42]=[CH:41][C:31]([O:32][C:33]([CH3:39])([CH3:40])[C:34]([O:36][CH2:37][CH3:38])=[O:35])=[CH:30][CH:29]=2)=[N:10][N:9]1[CH2:11][CH2:12][CH2:13][C:14]([F:17])([F:16])[F:15], predict the reactants needed to synthesize it. (2) Given the product [CH2:11]([C:4]1[S:3][C:2]2[NH:1][C:14](=[O:16])[N:37]([CH2:36][C:35]([O:34][CH3:33])=[O:38])[C:7](=[O:9])[C:6]=2[CH:5]=1)[CH3:12], predict the reactants needed to synthesize it. The reactants are: [NH2:1][C:2]1[S:3][C:4]([CH2:11][CH3:12])=[CH:5][C:6]=1[C:7]([O:9]C)=O.Cl[C:14](Cl)([O:16]C(=O)OC(Cl)(Cl)Cl)Cl.C(N(CC)CC)C.Cl.[CH3:33][O:34][C:35](=[O:38])[CH2:36][NH2:37].